This data is from Reaction yield outcomes from USPTO patents with 853,638 reactions. The task is: Predict the reaction yield, written as a fraction of the theoretical maximum amount of product (1.0 means a 100% yield; for example, 0.34 means a 34% yield). (1) The reactants are CI.[C:3]([O-])([O-])=O.[K+].[K+].[NH:9]([C:16]1[N:17]([C:29]2[CH:34]=[CH:33][CH:32]=[CH:31][CH:30]=2)[C:18]2[C:23]([C:24](=[O:26])[CH:25]=1)=[C:22]([CH3:27])[CH:21]=[C:20]([Cl:28])[N:19]=2)[C:10]1[CH:15]=[CH:14][CH:13]=[CH:12][CH:11]=1. The catalyst is C1COCC1. The product is [Cl:28][C:20]1[N:19]=[C:18]2[C:23]([C:24](=[O:26])[CH:25]=[C:16]([N:9]([CH3:3])[C:10]3[CH:15]=[CH:14][CH:13]=[CH:12][CH:11]=3)[N:17]2[C:29]2[CH:34]=[CH:33][CH:32]=[CH:31][CH:30]=2)=[C:22]([CH3:27])[CH:21]=1. The yield is 0.350. (2) The reactants are [Br:1][CH2:2][C:3]([C:5]1[C:6](=[O:16])[O:7][C:8]2[C:13]([CH:14]=1)=[CH:12][CH:11]=[C:10]([F:15])[CH:9]=2)=O.[CH3:17][S:18][C:19]1[N:24]=[CH:23][N:22]=[C:21]([NH2:25])[CH:20]=1. The catalyst is CC#N.CCOC(C)=O. The product is [BrH:1].[F:15][C:10]1[CH:9]=[C:8]2[C:13]([CH:14]=[C:5]([C:3]3[N:25]=[C:21]4[CH:20]=[C:19]([S:18][CH3:17])[N:24]=[CH:23][N:22]4[CH:2]=3)[C:6](=[O:16])[O:7]2)=[CH:12][CH:11]=1. The yield is 0.970. (3) The reactants are C(OC([N:11]1[CH2:16][C@H:15]([CH3:17])[C@:14]([OH:19])([CH3:18])[C@H:13]([NH:20][C:21]([O:23][C:24]([CH3:27])([CH3:26])[CH3:25])=[O:22])[CH2:12]1)=O)C1C=CC=CC=1. The catalyst is [Pd].CO. The product is [C:24]([O:23][C:21](=[O:22])[NH:20][C@H:13]1[C:14]([OH:19])([CH3:18])[C@@H:15]([CH3:17])[CH2:16][NH:11][CH2:12]1)([CH3:27])([CH3:25])[CH3:26]. The yield is 0.920. (4) The reactants are [O:1]1[CH2:5][CH2:4][CH:3]([CH2:6][OH:7])[CH2:2]1.C(N(CC)CC)C.[CH3:15][S:16](Cl)(=[O:18])=[O:17]. The catalyst is C(Cl)Cl. The product is [CH3:15][S:16]([O:7][CH2:6][CH:3]1[CH2:4][CH2:5][O:1][CH2:2]1)(=[O:18])=[O:17]. The yield is 1.00.